Dataset: Reaction yield outcomes from USPTO patents with 853,638 reactions. Task: Predict the reaction yield, written as a fraction of the theoretical maximum amount of product (1.0 means a 100% yield; for example, 0.34 means a 34% yield). (1) The reactants are C([Mg]Cl)(C)(C)C.[F:7][C:8]1[C:13]([C:14]2[C:19]([F:20])=[C:18]([F:21])[C:17]([CH2:22][S:23]([C:26]([F:29])([F:28])[F:27])(=[O:25])=[O:24])=[C:16]([F:30])[C:15]=2[F:31])=[C:12]([F:32])[C:11]([F:33])=[C:10]([F:34])[C:9]=1[F:35].[F:36][C:37]([F:50])([F:49])[S:38](O[S:38]([C:37]([F:50])([F:49])[F:36])(=[O:40])=[O:39])(=[O:40])=[O:39].O.Cl. The catalyst is O.C(OCC)C. The product is [F:32][C:12]1[C:13]([C:14]2[C:15]([F:31])=[C:16]([F:30])[C:17]([CH:22]([S:38]([C:37]([F:50])([F:49])[F:36])(=[O:40])=[O:39])[S:23]([C:26]([F:27])([F:28])[F:29])(=[O:25])=[O:24])=[C:18]([F:21])[C:19]=2[F:20])=[C:8]([F:7])[C:9]([F:35])=[C:10]([F:34])[C:11]=1[F:33]. The yield is 0.470. (2) The reactants are [CH2:1]([O:3][C:4]([C:6]1[CH:7]=[N:8][C:9]2[C:14]([C:15]=1Cl)=[CH:13][CH:12]=[CH:11][C:10]=2[O:17][CH3:18])=[O:5])[CH3:2].[CH2:19]([NH2:25])[C:20]1[O:24][CH:23]=[CH:22][CH:21]=1. No catalyst specified. The product is [CH2:1]([O:3][C:4]([C:6]1[CH:7]=[N:8][C:9]2[C:14]([C:15]=1[NH:25][CH2:19][CH:20]1[CH2:21][CH2:22][CH2:23][O:24]1)=[CH:13][CH:12]=[CH:11][C:10]=2[O:17][CH3:18])=[O:5])[CH3:2]. The yield is 1.00.